From a dataset of Forward reaction prediction with 1.9M reactions from USPTO patents (1976-2016). Predict the product of the given reaction. (1) Given the reactants [CH3:1][CH2:2][CH2:3][CH2:4][N:5]1[C@H:10]([C:11]([NH:13][C:14]2[C:15]([CH3:21])=[CH:16][CH:17]=[CH:18][C:19]=2[CH3:20])=[O:12])[CH2:9][CH2:8][CH2:7][CH2:6]1.[ClH:22], predict the reaction product. The product is: [CH3:1][CH2:2][CH2:3][CH2:4][N:5]1[C@H:10]([C:11]([NH:13][C:14]2[C:15]([CH3:21])=[CH:16][CH:17]=[CH:18][C:19]=2[CH3:20])=[O:12])[CH2:9][CH2:8][CH2:7][CH2:6]1.[ClH:22]. (2) Given the reactants [CH3:1][C:2]1[N:3]=[CH:4][S:5][C:6]=1[CH3:7].[Br:8]CC([C:12]1[S:13][CH:14]=[CH:15][CH:16]=1)=O.C[O:18][C:19](C)(C)[CH3:20], predict the reaction product. The product is: [Br-:8].[SH:13]1([C:19](=[O:18])[CH2:20][N+:3]2[C:2]([CH3:1])=[C:6]([CH3:7])[S:5][CH:4]=2)[CH:12]=[CH:16][CH:15]=[CH:14]1. (3) Given the reactants [C@@H:1]1([N:9]2[CH:16]=[CH:15][C:13](=[O:14])[NH:12][C:10]2=[O:11])[O:8][C@H:5]([CH2:6][OH:7])[C@@H:3]([OH:4])[CH2:2]1.[P:17]([O-:21])([O-:20])([O-:19])=[O:18].[K+:22].[K+].[K+], predict the reaction product. The product is: [CH2:2]1[C@H:1]([N:9]2[C:10](=[O:11])[NH:12][C:13](=[O:14])[CH:15]=[CH:16]2)[O:8][C@H:5]([CH2:6][OH:7])[C@H:3]1[OH:4].[OH:19][P:17]([O-:21])([OH:20])=[O:18].[K+:22]. (4) Given the reactants [OH:1][C@H:2]1[CH2:6][CH2:5][CH2:4][C@@H:3]1[NH:7][C:8](=[O:20])[C:9]1[CH:14]=[CH:13][CH:12]=[CH:11][C:10]=1[N:15]1[N:19]=[CH:18][CH:17]=[N:16]1.[H-].[Na+].Cl[C:24]1[CH:29]=[C:28]([C:30]([F:33])([F:32])[F:31])[CH:27]=[CH:26][N:25]=1, predict the reaction product. The product is: [N:19]1[N:15]([C:10]2[CH:11]=[CH:12][CH:13]=[CH:14][C:9]=2[C:8]([NH:7][C@H:3]2[CH2:4][CH2:5][CH2:6][C@@H:2]2[O:1][C:24]2[CH:29]=[C:28]([C:30]([F:33])([F:32])[F:31])[CH:27]=[CH:26][N:25]=2)=[O:20])[N:16]=[CH:17][CH:18]=1. (5) Given the reactants [O:1]1[CH2:6][CH2:5][CH:4]([CH:7]([OH:9])[CH3:8])[CH2:3][CH2:2]1.C(N(CC)CC)C.[CH3:17][S:18](Cl)(=[O:20])=[O:19], predict the reaction product. The product is: [CH3:17][S:18]([O:9][CH:7]([CH:4]1[CH2:5][CH2:6][O:1][CH2:2][CH2:3]1)[CH3:8])(=[O:20])=[O:19]. (6) Given the reactants CON(C)[C:4]([C@@H:6]1[C:9](=[O:10])[N:8]([C:11]([C:24]2[CH:29]=[CH:28][CH:27]=[CH:26][CH:25]=2)([C:18]2[CH:23]=[CH:22][CH:21]=[CH:20][CH:19]=2)[C:12]2[CH:17]=[CH:16][CH:15]=[CH:14][CH:13]=2)[C@H:7]1[CH2:30][C:31]([O:33][CH3:34])=[O:32])=[O:5].[CH3:36][Mg+].[Br-], predict the reaction product. The product is: [C:4]([C@H:6]1[C:9](=[O:10])[N:8]([C:11]([C:12]2[CH:17]=[CH:16][CH:15]=[CH:14][CH:13]=2)([C:18]2[CH:23]=[CH:22][CH:21]=[CH:20][CH:19]=2)[C:24]2[CH:29]=[CH:28][CH:27]=[CH:26][CH:25]=2)[C@H:7]1[CH2:30][C:31]([O:33][CH3:34])=[O:32])(=[O:5])[CH3:36]. (7) Given the reactants CN1CCOCC1.[Si:8]([O:15][CH2:16][CH2:17][CH2:18][CH2:19][CH2:20][CH2:21][CH2:22][CH2:23][CH2:24][CH2:25][CH2:26][CH2:27][CH2:28][CH2:29][C:30]1[C:35]([O:36][CH3:37])=[CH:34][C:33]([CH2:38][OH:39])=[CH:32][C:31]=1[O:40][CH3:41])([C:11]([CH3:14])([CH3:13])[CH3:12])([CH3:10])[CH3:9], predict the reaction product. The product is: [Si:8]([O:15][CH2:16][CH2:17][CH2:18][CH2:19][CH2:20][CH2:21][CH2:22][CH2:23][CH2:24][CH2:25][CH2:26][CH2:27][CH2:28][CH2:29][C:30]1[C:31]([O:40][CH3:41])=[CH:32][C:33]([CH:38]=[O:39])=[CH:34][C:35]=1[O:36][CH3:37])([C:11]([CH3:14])([CH3:13])[CH3:12])([CH3:9])[CH3:10]. (8) Given the reactants [C:1]([O:5][C:6](=[O:24])[NH:7][C@H:8]1CC(=C)C[O:10][C@@H:9]1[C:15]1[CH:20]=[C:19]([F:21])[C:18]([F:22])=[CH:17][C:16]=1[F:23])([CH3:4])([CH3:3])[CH3:2].C[N+]1([O-])CC[O:29]CC1.S(=O)(=O)(O)[O-].[Na+].C(OCC)(=O)C.[C:45]([OH:49])([CH3:48])([CH3:47])[CH3:46], predict the reaction product. The product is: [OH:49][C:45]1([CH2:48][OH:29])[CH2:47][O:10][C@H:9]([C:15]2[CH:20]=[C:19]([F:21])[C:18]([F:22])=[CH:17][C:16]=2[F:23])[C@@H:8]([NH:7][C:6](=[O:24])[O:5][C:1]([CH3:4])([CH3:3])[CH3:2])[CH2:46]1. (9) Given the reactants [C:1]([NH:4][C@@H:5]1[C@@H:11]([OH:12])[C@H:10]([OH:13])[C@@H:9]([CH2:14][OH:15])[O:8][CH:6]1[OH:7])(=[O:3])[CH3:2].[CH2:16](O)[C:17]1[CH:22]=[CH:21][CH:20]=[CH:19][CH:18]=1, predict the reaction product. The product is: [C:1]([NH:4][C@@H:5]1[C@@H:11]([OH:12])[C@H:10]([OH:13])[C@@H:9]([CH2:14][OH:15])[O:8][C@@H:6]1[O:7][CH2:16][C:17]1[CH:22]=[CH:21][CH:20]=[CH:19][CH:18]=1)(=[O:3])[CH3:2]. (10) Given the reactants [C:1]([C:3]1[CH:8]=[CH:7][CH:6]=[CH:5][C:4]=1[C:9]1[CH:14]=[CH:13][C:12]([CH2:15][C:16]2[C:17](=[O:42])[N:18]([C@H:28]3[CH2:33][CH2:32][C@H:31]([O:34][CH2:35][C:36](N(OC)C)=[O:37])[CH2:30][CH2:29]3)[C:19]3[N:20]([N:25]=[CH:26][N:27]=3)[C:21]=2[CH2:22][CH2:23][CH3:24])=[CH:11][CH:10]=1)#[N:2].[CH:43]([Mg]Br)=[CH2:44].Cl, predict the reaction product. The product is: [O:42]=[C:17]1[C:16]([CH2:15][C:12]2[CH:11]=[CH:10][C:9]([C:4]3[C:3]([C:1]#[N:2])=[CH:8][CH:7]=[CH:6][CH:5]=3)=[CH:14][CH:13]=2)=[C:21]([CH2:22][CH2:23][CH3:24])[N:20]2[N:25]=[CH:26][N:27]=[C:19]2[N:18]1[C@H:28]1[CH2:29][CH2:30][C@H:31]([O:34][CH2:35][C:36](=[O:37])[CH:43]=[CH2:44])[CH2:32][CH2:33]1.